This data is from Drug-target binding data from BindingDB using IC50 measurements. The task is: Regression. Given a target protein amino acid sequence and a drug SMILES string, predict the binding affinity score between them. We predict pIC50 (pIC50 = -log10(IC50 in M); higher means more potent). Dataset: bindingdb_ic50. (1) The compound is Nc1ncnc2c1ncn2[C@@H]1O[C@H](CSCC[C@H](N)C(=O)O)[C@@H](O)[C@H]1O. The target protein sequence is MGQTGKKSEKGPVCWRKRVKSEYMRLRQLKRFRRADEVKSMFSSNRQKILERTEILNQEWKQRRIQPVHILTSVSSLRGTRECSVTSDLDFPTQVIPLKTLNAVASVPIMYSWSPLQQNFMVEDETVLHNIPYMGDEVLDQDGTFIEELIKNYDGKVHGDRECGFINDEIFVELVNALGQYNDDDDDDDGDDPEEREEKQKDLEDHRDDKESRPPRKFPSDKIFEAISSMFPDKGTAEELKEKYKELTEQQLPGALPPECTPNIDGPNAKSVQREQSLHSFHTLFCRRCFKYDCFLHPFHATPNTYKRKNTETALDNKPCGPQCYQHLEGAKEFAAALTAERIKTPPKRPGGRRRGRLPNNSSRPSTPTINVLESKDTDSDREAGTETGGENNDKEEEEKKDETSSSSEANSRCQTPIKMKPNIEPPENVEWSGAEASMFRVLIGTYYDNFCAIARLIGTKTCRQVYEFRVKESSIIAPAPAEDVDTPPRKKKRKHRLWA.... The pIC50 is 6.6. (2) The drug is O=C1c2cc([N+](=O)[O-])ccc2-c2ccc([N+](=O)[O-])cc21. The target protein (Q62668) has sequence MSDHPLKEMSDNNRSPPLPEPLSSRYKLYESELSSPTWPSSSQDTHPALPLLEMPEEKDLRSSDEDSHIVKIEKPNERSKRRESELPRRASAGRGAFSLFQAVSYLTGDMKECKNWLKDKPLVLQFLDWVLRGAAQVMFVNNPLSGLIIFIGLLIQNPWWTIAGALGTVVSTLAALALSQDRSAIASGLHGYNGMLVGLLVAVFSEKLDYYWWLLFPVTFASMACPVISSALSTVFAKWDLPVFTLPFNIALTLYLAATGHYNLFFPTTLVKPASSAPNITWSEIEMPLLLQTIPVGVGQVYGCDNPWTGGVILVALFISSPLICLHAAIGSIVGLLAALTVATPFETIYTGLWSYNCVLSCVAIGGMFYVLTWQTHLLALVCALFCAYTGAALSNMMAVVGVPPGTWAFCLSTLTFLLLTSNNPGIHKLPLSKVTYPEANRIYFLTAKRSDEQKPPNGGGGEQSHGGGQRKAEEGSETVFPRRKSVFHIEWSSIRRRSK.... The pIC50 is 4.3. (3) The small molecule is CCC(C)(C)c1cc(O)c(Cc2ccc([N+](=O)[O-])cc2)cc1O. The target protein (P04191) has sequence MEAAHSKSTEECLAYFGVSETTGLTPDQVKRHLEKYGHNELPAEEGKSLWELVIEQFEDLLVRILLLAACISFVLAWFEEGEETITAFVEPFVILLILIANAIVGVWQERNAENAIEALKEYEPEMGKVYRADRKSVQRIKARDIVPGDIVEVAVGDKVPADIRILSIKSTTLRVDQSILTGESVSVIKHTEPVPDPRAVNQDKKNMLFSGTNIAAGKALGIVATTGVSTEIGKIRDQMAATEQDKTPLQQKLDEFGEQLSKVISLICVAVWLINIGHFNDPVHGGSWIRGAIYYFKIAVALAVAAIPEGLPAVITTCLALGTRRMAKKNAIVRSLPSVETLGCTSVICSDKTGTLTTNQMSVCKMFIIDKVDGDFCSLNEFSITGSTYAPEGEVLKNDKPIRSGQFDGLVELATICALCNDSSLDFNETKGVYEKVGEATETALTTLVEKMNVFNTEVRNLSKVERANACNSVIRQLMKKEFTLEFSRDRKSMSVYCSP.... The pIC50 is 5.4. (4) The drug is Oc1c(Cl)cc(Cl)cc1-c1[nH]c(Cl)c(Cl)c1Cl. The target protein (P54697) has sequence MTTSTIENGASSPIIVSSSTPKLYQEGAGVWIPDQELGWIGADVIEHSETSADQVLVRTEDDREVKIPLSKVFQKNPDILEGVDDLSFLSHLHEPAILHNLHHRYNLNQIYTYIGKILIAINPYTSLPLYGKEMISAYYGKQLGTLAPHVYAVAEDAFKDMRYDGTSQSILVSGESGAGKTETTKFLLQYFAAMGNMIKESTSSSSINGINTSSDGIPVTPPPSPMKKSPVDKSVEERVLESTPLLEAFGNAKTLRNDNSSRFGKFIEIHFNEMGSIIGAKILTYLLEKSRIVRQVYNERNYHIFYQLLSGASEELKEKLNLKTIEEYSYLNKSGCFEIEGVSDEEHFNKTCHAMQVAGITLVEQENVFRILSAILLIGNFEFENIAGSNDDSCQLIDRDPLEKVSVLLGCAQPDELLNSMLTRKVVTGKESYISHNTKERAENARDSLSMFLYGMMFDWLVVKINSSMSISTQQKSKSFIGVLDIYGFESFEVNGFEQF.... The pIC50 is 4.0.